From a dataset of Full USPTO retrosynthesis dataset with 1.9M reactions from patents (1976-2016). Predict the reactants needed to synthesize the given product. Given the product [CH2:45]([NH:53][C:54](=[O:55])[NH:1][CH2:2][CH2:3][NH:4][C:5]([C:7]1[N:15]=[C:14]2[C:10]([N:11]=[CH:12][N:13]2[C@@H:16]2[CH2:20][C@H:19]([N:21]3[CH:25]=[C:24]([CH2:26][OH:27])[CH:23]=[N:22]3)[C@@H:18]([OH:28])[C@H:17]2[OH:29])=[C:9]([NH:30][CH2:31][CH:32]([C:39]2[CH:40]=[CH:41][CH:42]=[CH:43][CH:44]=2)[C:33]2[CH:34]=[CH:35][CH:36]=[CH:37][CH:38]=2)[N:8]=1)=[O:6])[CH2:46][C:47]1[CH:52]=[CH:51][CH:50]=[CH:49][CH:48]=1, predict the reactants needed to synthesize it. The reactants are: [NH2:1][CH2:2][CH2:3][NH:4][C:5]([C:7]1[N:15]=[C:14]2[C:10]([N:11]=[CH:12][N:13]2[C@@H:16]2[CH2:20][C@H:19]([N:21]3[CH:25]=[C:24]([CH2:26][OH:27])[CH:23]=[N:22]3)[C@@H:18]([OH:28])[C@H:17]2[OH:29])=[C:9]([NH:30][CH2:31][CH:32]([C:39]2[CH:44]=[CH:43][CH:42]=[CH:41][CH:40]=2)[C:33]2[CH:38]=[CH:37][CH:36]=[CH:35][CH:34]=2)[N:8]=1)=[O:6].[CH2:45]([NH:53][C:54](N1C=CN=C1)=[O:55])[CH2:46][C:47]1[CH:52]=[CH:51][CH:50]=[CH:49][CH:48]=1.